Dataset: NCI-60 drug combinations with 297,098 pairs across 59 cell lines. Task: Regression. Given two drug SMILES strings and cell line genomic features, predict the synergy score measuring deviation from expected non-interaction effect. (1) Drug 1: CC1=C(C=C(C=C1)NC(=O)C2=CC=C(C=C2)CN3CCN(CC3)C)NC4=NC=CC(=N4)C5=CN=CC=C5. Drug 2: COC1=C2C(=CC3=C1OC=C3)C=CC(=O)O2. Cell line: SR. Synergy scores: CSS=-3.78, Synergy_ZIP=0.578, Synergy_Bliss=3.51, Synergy_Loewe=-5.36, Synergy_HSA=-4.78. (2) Drug 1: CC1=C(C=C(C=C1)NC2=NC=CC(=N2)N(C)C3=CC4=NN(C(=C4C=C3)C)C)S(=O)(=O)N.Cl. Drug 2: CC1=C(C=C(C=C1)C(=O)NC2=CC(=CC(=C2)C(F)(F)F)N3C=C(N=C3)C)NC4=NC=CC(=N4)C5=CN=CC=C5. Cell line: MDA-MB-231. Synergy scores: CSS=18.2, Synergy_ZIP=-2.08, Synergy_Bliss=5.80, Synergy_Loewe=6.85, Synergy_HSA=6.98. (3) Drug 1: C1CN1P(=S)(N2CC2)N3CC3. Drug 2: CS(=O)(=O)CCNCC1=CC=C(O1)C2=CC3=C(C=C2)N=CN=C3NC4=CC(=C(C=C4)OCC5=CC(=CC=C5)F)Cl. Cell line: 786-0. Synergy scores: CSS=17.1, Synergy_ZIP=-5.08, Synergy_Bliss=0.859, Synergy_Loewe=-3.02, Synergy_HSA=0.134. (4) Drug 1: COC1=CC(=CC(=C1O)OC)C2C3C(COC3=O)C(C4=CC5=C(C=C24)OCO5)OC6C(C(C7C(O6)COC(O7)C8=CC=CS8)O)O. Drug 2: C1=CN(C=N1)CC(O)(P(=O)(O)O)P(=O)(O)O. Cell line: SF-268. Synergy scores: CSS=0.467, Synergy_ZIP=-12.4, Synergy_Bliss=-26.7, Synergy_Loewe=-29.6, Synergy_HSA=-24.4. (5) Drug 2: CC(C)NC(=O)C1=CC=C(C=C1)CNNC.Cl. Synergy scores: CSS=2.67, Synergy_ZIP=-1.96, Synergy_Bliss=-2.62, Synergy_Loewe=-0.742, Synergy_HSA=-1.16. Cell line: MALME-3M. Drug 1: CN(C(=O)NC(C=O)C(C(C(CO)O)O)O)N=O. (6) Drug 1: CC1=C(C=C(C=C1)C(=O)NC2=CC(=CC(=C2)C(F)(F)F)N3C=C(N=C3)C)NC4=NC=CC(=N4)C5=CN=CC=C5. Drug 2: CNC(=O)C1=NC=CC(=C1)OC2=CC=C(C=C2)NC(=O)NC3=CC(=C(C=C3)Cl)C(F)(F)F. Cell line: SN12C. Synergy scores: CSS=-8.77, Synergy_ZIP=5.14, Synergy_Bliss=3.84, Synergy_Loewe=-5.32, Synergy_HSA=-5.07.